Dataset: Forward reaction prediction with 1.9M reactions from USPTO patents (1976-2016). Task: Predict the product of the given reaction. (1) Given the reactants Cl[C:2]1[N:9]=[C:8]([CH3:10])[C:7]([C:11]([CH:13]2[CH2:15][CH2:14]2)=[O:12])=[CH:6][C:3]=1[C:4]#[N:5].Cl.[Cl:17][C:18]1[S:22][C:21]([S:23]([NH:26][C:27]([CH:29]2[CH2:34][CH2:33][NH:32][CH2:31][CH2:30]2)=[O:28])(=[O:25])=[O:24])=[CH:20][CH:19]=1.CCN(C(C)C)C(C)C, predict the reaction product. The product is: [Cl:17][C:18]1[S:22][C:21]([S:23]([NH:26][C:27]([CH:29]2[CH2:34][CH2:33][N:32]([C:2]3[C:3]([C:4]#[N:5])=[CH:6][C:7]([C:11]([CH:13]4[CH2:15][CH2:14]4)=[O:12])=[C:8]([CH3:10])[N:9]=3)[CH2:31][CH2:30]2)=[O:28])(=[O:24])=[O:25])=[CH:20][CH:19]=1. (2) Given the reactants [F:1][C:2]1[CH:7]=[CH:6][C:5]([N:8]2[CH:13]=[CH:12][C:11]([I:14])=[C:10]([C:15]([OH:17])=O)[C:9]2=[O:18])=[CH:4][CH:3]=1.[F:19][C:20]1[CH:21]=[C:22]([CH:24]=[CH:25][C:26]=1[O:27][C:28]1[CH:33]=[CH:32][N:31]=[C:30]2[CH:34]=[C:35]([C:37]3[CH:42]=[CH:41][CH:40]=[CH:39][CH:38]=3)[O:36][C:29]=12)[NH2:23], predict the reaction product. The product is: [F:19][C:20]1[CH:21]=[C:22]([NH:23][C:15]([C:10]2[C:9](=[O:18])[N:8]([C:5]3[CH:4]=[CH:3][C:2]([F:1])=[CH:7][CH:6]=3)[CH:13]=[CH:12][C:11]=2[I:14])=[O:17])[CH:24]=[CH:25][C:26]=1[O:27][C:28]1[CH:33]=[CH:32][N:31]=[C:30]2[CH:34]=[C:35]([C:37]3[CH:42]=[CH:41][CH:40]=[CH:39][CH:38]=3)[O:36][C:29]=12. (3) Given the reactants [CH:1]([O:4][C:5]1[CH:13]=[CH:12][C:8]([C:9]([NH2:11])=[O:10])=[CH:7][C:6]=1[NH:14][C:15]([NH2:17])=[S:16])([CH3:3])[CH3:2].Br[CH2:19][C:20]([C:22]1[S:26][C:25]([NH:27][C:28]([CH:30]2[CH2:35][CH2:34][N:33]([CH3:36])[CH2:32][CH2:31]2)=[O:29])=[N:24][C:23]=1[CH3:37])=O.Br, predict the reaction product. The product is: [C:9]([C:8]1[CH:12]=[CH:13][C:5]([O:4][CH:1]([CH3:3])[CH3:2])=[C:6]([NH:14][C:15]2[S:16][CH:19]=[C:20]([C:22]3[S:26][C:25]([NH:27][C:28]([CH:30]4[CH2:35][CH2:34][N:33]([CH3:36])[CH2:32][CH2:31]4)=[O:29])=[N:24][C:23]=3[CH3:37])[N:17]=2)[CH:7]=1)(=[O:10])[NH2:11]. (4) Given the reactants [CH:1]1[C:6]2[C:7]3[C:16]([C:17]4[C:22]([C:5]=2[CH:4]=[CH:3][CH:2]=1)=[CH:21][CH:20]=[CH:19][CH:18]=4)=[CH:15][C:14](B(O)O)=[C:13]1[C:8]=3[CH:9]=[CH:10][CH:11]=[CH:12]1.[Br:26][C:27]1[CH:28]=[C:29](I)[CH:30]=[CH:31][CH:32]=1.C(=O)([O-])[O-].[Na+].[Na+], predict the reaction product. The product is: [Br:26][C:27]1[CH:28]=[C:29]([C:14]2[CH:15]=[C:16]3[C:7](=[C:8]4[C:13]=2[CH:12]=[CH:11][CH:10]=[CH:9]4)[C:6]2[CH:1]=[CH:2][CH:3]=[CH:4][C:5]=2[C:22]2[C:17]3=[CH:18][CH:19]=[CH:20][CH:21]=2)[CH:30]=[CH:31][CH:32]=1. (5) The product is: [CH2:20]([O:19][C:17](=[O:18])[CH2:16][O:15][C:11]1[CH:10]=[CH:9][CH:8]=[C:7]2[C:12]=1[CH2:13][CH2:14][C:4]1[S:3][C:2]([S:1][CH2:27][CH:28]([C:29]3[CH:34]=[CH:33][CH:32]=[CH:31][CH:30]=3)[C:35]3[CH:40]=[CH:39][CH:38]=[CH:37][CH:36]=3)=[N:6][C:5]=12)[CH3:21]. Given the reactants [SH:1][C:2]1[S:3][C:4]2[CH2:14][CH2:13][C:12]3[C:7](=[CH:8][CH:9]=[CH:10][C:11]=3[O:15][CH2:16][C:17]([O:19][CH2:20][CH3:21])=[O:18])[C:5]=2[N:6]=1.CS(O[CH2:27][CH:28]([C:35]1[CH:40]=[CH:39][CH:38]=[CH:37][CH:36]=1)[C:29]1[CH:34]=[CH:33][CH:32]=[CH:31][CH:30]=1)(=O)=O.C(=O)([O-])[O-].[K+].[K+], predict the reaction product. (6) The product is: [F:6][C:7]1[CH:14]=[C:13]([O:15][CH2:16][CH2:17][CH3:18])[CH:12]=[C:9](/[CH:10]=[CH:22]/[N+:19]([O-:21])=[O:20])[CH:8]=1. Given the reactants C([O-])(=O)C.[NH4+].[F:6][C:7]1[CH:8]=[C:9]([CH:12]=[C:13]([O:15][CH2:16][CH2:17][CH3:18])[CH:14]=1)[CH:10]=O.[N+:19]([CH3:22])([O-:21])=[O:20].O, predict the reaction product. (7) The product is: [CH3:21][CH:16]1[CH:15]2[C:20]([C:12]3[CH:11]=[CH:10][C:9]([NH:7]/[N:8]=[C:23](\[C:3]4[CH:2]=[N:1][CH:6]=[CH:5][CH:4]=4)/[CH3:24])=[N:22][C:13]=3[NH:14]2)=[CH:19][CH:18]=[CH:17]1. Given the reactants [N:1]1[CH:6]=[CH:5][CH:4]=[CH:3][CH:2]=1.[NH:7]([C:9]1[CH:10]=[CH:11][C:12]2[C:20]3[CH:15]([CH:16]([CH3:21])[CH:17]=[CH:18][CH:19]=3)[NH:14][C:13]=2[N:22]=1)[NH2:8].[C:23](O)(=O)[CH3:24], predict the reaction product. (8) Given the reactants [C:1]([O:5][C:6](=[O:23])[NH:7][C:8]1[CH:13]=[CH:12][C:11]([NH:14][C:15]([O:17][C:18]([CH3:21])([CH3:20])[CH3:19])=[O:16])=[C:10](Br)[CH:9]=1)([CH3:4])([CH3:3])[CH3:2].C[Li].C([Li])(C)(C)C.[CH:31](=[O:33])[CH3:32], predict the reaction product. The product is: [C:1]([O:5][C:6](=[O:23])[NH:7][C:8]1[CH:13]=[CH:12][C:11]([NH:14][C:15]([O:17][C:18]([CH3:21])([CH3:20])[CH3:19])=[O:16])=[C:10]([CH:31]([OH:33])[CH3:32])[CH:9]=1)([CH3:4])([CH3:3])[CH3:2].